Dataset: NCI-60 drug combinations with 297,098 pairs across 59 cell lines. Task: Regression. Given two drug SMILES strings and cell line genomic features, predict the synergy score measuring deviation from expected non-interaction effect. (1) Drug 1: CN1CCC(CC1)COC2=C(C=C3C(=C2)N=CN=C3NC4=C(C=C(C=C4)Br)F)OC. Drug 2: COC1=C(C=C2C(=C1)N=CN=C2NC3=CC(=C(C=C3)F)Cl)OCCCN4CCOCC4. Cell line: UACC-257. Synergy scores: CSS=17.0, Synergy_ZIP=16.5, Synergy_Bliss=17.1, Synergy_Loewe=17.9, Synergy_HSA=17.5. (2) Drug 1: CCC1(CC2CC(C3=C(CCN(C2)C1)C4=CC=CC=C4N3)(C5=C(C=C6C(=C5)C78CCN9C7C(C=CC9)(C(C(C8N6C=O)(C(=O)OC)O)OC(=O)C)CC)OC)C(=O)OC)O.OS(=O)(=O)O. Drug 2: C1CN(CCN1C(=O)CCBr)C(=O)CCBr. Cell line: HT29. Synergy scores: CSS=4.65, Synergy_ZIP=-4.89, Synergy_Bliss=-2.42, Synergy_Loewe=-3.07, Synergy_HSA=-1.56. (3) Drug 1: CC1=CC2C(CCC3(C2CCC3(C(=O)C)OC(=O)C)C)C4(C1=CC(=O)CC4)C. Drug 2: CN1C(=O)N2C=NC(=C2N=N1)C(=O)N. Cell line: SK-MEL-2. Synergy scores: CSS=-2.52, Synergy_ZIP=3.42, Synergy_Bliss=3.47, Synergy_Loewe=-0.418, Synergy_HSA=-0.856. (4) Drug 1: C1=CN(C(=O)N=C1N)C2C(C(C(O2)CO)O)O.Cl. Drug 2: C1=CC=C(C=C1)NC(=O)CCCCCCC(=O)NO. Cell line: HCT116. Synergy scores: CSS=48.3, Synergy_ZIP=-4.84, Synergy_Bliss=-10.1, Synergy_Loewe=-17.1, Synergy_HSA=-6.66. (5) Drug 1: C1=CC(=CC=C1CCCC(=O)O)N(CCCl)CCCl. Drug 2: C1CN1P(=S)(N2CC2)N3CC3. Cell line: IGROV1. Synergy scores: CSS=40.1, Synergy_ZIP=8.65, Synergy_Bliss=8.29, Synergy_Loewe=10.5, Synergy_HSA=11.5. (6) Drug 1: C1=CC(=CC=C1CCCC(=O)O)N(CCCl)CCCl. Drug 2: N.N.Cl[Pt+2]Cl. Cell line: HCC-2998. Synergy scores: CSS=2.81, Synergy_ZIP=-6.86, Synergy_Bliss=-11.4, Synergy_Loewe=-13.4, Synergy_HSA=-10.7. (7) Drug 1: CN1C(=O)N2C=NC(=C2N=N1)C(=O)N. Drug 2: CS(=O)(=O)OCCCCOS(=O)(=O)C. Cell line: OVCAR-8. Synergy scores: CSS=2.63, Synergy_ZIP=-2.77, Synergy_Bliss=0.272, Synergy_Loewe=-0.123, Synergy_HSA=0.796. (8) Drug 1: CC1=C(C(CCC1)(C)C)C=CC(=CC=CC(=CC(=O)O)C)C. Drug 2: COC1=NC(=NC2=C1N=CN2C3C(C(C(O3)CO)O)O)N. Cell line: MALME-3M. Synergy scores: CSS=11.1, Synergy_ZIP=-3.91, Synergy_Bliss=1.11, Synergy_Loewe=0.385, Synergy_HSA=0.590. (9) Drug 1: C1CCN(CC1)CCOC2=CC=C(C=C2)C(=O)C3=C(SC4=C3C=CC(=C4)O)C5=CC=C(C=C5)O. Drug 2: C1CN(CCN1C(=O)CCBr)C(=O)CCBr. Cell line: HL-60(TB). Synergy scores: CSS=65.5, Synergy_ZIP=2.76, Synergy_Bliss=3.19, Synergy_Loewe=-5.57, Synergy_HSA=-4.08.